From a dataset of NCI-60 drug combinations with 297,098 pairs across 59 cell lines. Regression. Given two drug SMILES strings and cell line genomic features, predict the synergy score measuring deviation from expected non-interaction effect. (1) Synergy scores: CSS=66.8, Synergy_ZIP=1.13, Synergy_Bliss=-0.793, Synergy_Loewe=0.460, Synergy_HSA=2.69. Drug 1: C1CC(C1)(C(=O)O)C(=O)O.[NH2-].[NH2-].[Pt+2]. Cell line: HL-60(TB). Drug 2: C#CCC(CC1=CN=C2C(=N1)C(=NC(=N2)N)N)C3=CC=C(C=C3)C(=O)NC(CCC(=O)O)C(=O)O. (2) Drug 1: C1=C(C(=O)NC(=O)N1)F. Drug 2: CN(CCCl)CCCl.Cl. Cell line: A549. Synergy scores: CSS=56.0, Synergy_ZIP=0.322, Synergy_Bliss=-1.86, Synergy_Loewe=0.713, Synergy_HSA=1.46. (3) Drug 2: CC1=C(N=C(N=C1N)C(CC(=O)N)NCC(C(=O)N)N)C(=O)NC(C(C2=CN=CN2)OC3C(C(C(C(O3)CO)O)O)OC4C(C(C(C(O4)CO)O)OC(=O)N)O)C(=O)NC(C)C(C(C)C(=O)NC(C(C)O)C(=O)NCCC5=NC(=CS5)C6=NC(=CS6)C(=O)NCCC[S+](C)C)O. Synergy scores: CSS=53.7, Synergy_ZIP=-1.54, Synergy_Bliss=-0.413, Synergy_Loewe=0.929, Synergy_HSA=4.71. Cell line: SF-539. Drug 1: C1=CN(C(=O)N=C1N)C2C(C(C(O2)CO)O)O.Cl. (4) Drug 1: C1=NC2=C(N1)C(=S)N=C(N2)N. Drug 2: CC1=CC=C(C=C1)C2=CC(=NN2C3=CC=C(C=C3)S(=O)(=O)N)C(F)(F)F. Cell line: IGROV1. Synergy scores: CSS=23.2, Synergy_ZIP=0.512, Synergy_Bliss=0.0257, Synergy_Loewe=1.38, Synergy_HSA=1.42. (5) Drug 1: CCCS(=O)(=O)NC1=C(C(=C(C=C1)F)C(=O)C2=CNC3=C2C=C(C=N3)C4=CC=C(C=C4)Cl)F. Drug 2: CC12CCC(CC1=CCC3C2CCC4(C3CC=C4C5=CN=CC=C5)C)O. Cell line: HCT-15. Synergy scores: CSS=3.31, Synergy_ZIP=1.06, Synergy_Bliss=4.23, Synergy_Loewe=-2.85, Synergy_HSA=0.595. (6) Drug 1: C1CN1C2=NC(=NC(=N2)N3CC3)N4CC4. Drug 2: CC12CCC3C(C1CCC2O)C(CC4=C3C=CC(=C4)O)CCCCCCCCCS(=O)CCCC(C(F)(F)F)(F)F. Cell line: SK-MEL-28. Synergy scores: CSS=16.7, Synergy_ZIP=-2.10, Synergy_Bliss=2.46, Synergy_Loewe=-0.585, Synergy_HSA=2.20.